This data is from Full USPTO retrosynthesis dataset with 1.9M reactions from patents (1976-2016). The task is: Predict the reactants needed to synthesize the given product. Given the product [CH2:43]([N:39]1[CH2:26][CH:25]([C:28]2[CH:33]=[CH:32][C:31]([Cl:34])=[C:30]([F:35])[CH:29]=2)[C:24]2[N:18]=[C:16]([NH:15][C:5]3[CH:4]=[CH:3][C:8]([N:9]4[CH:13]=[C:12]([CH3:14])[N:11]=[CH:10]4)=[CH:7][C:6]=3[O:47][CH3:45])[S:17][C:23]=2[CH2:22]1)[C:44]1[CH:5]=[CH:4][CH:3]=[CH:8][CH:7]=1, predict the reactants needed to synthesize it. The reactants are: CO[C:3]1[CH:4]=[C:5]([NH:15][C:16]([NH2:18])=[S:17])[CH:6]=[CH:7][C:8]=1[N:9]1[CH:13]=[C:12]([CH3:14])[N:11]=[CH:10]1.Br.BrC1[C:26](=O)[CH:25]([C:28]2[CH:33]=[CH:32][C:31]([Cl:34])=[C:30]([F:35])[CH:29]=2)[CH2:24][CH2:23][CH2:22]1.C([N:39]([CH2:43][CH3:44])C(C)C)(C)C.[CH2:45]([OH:47])C.